Predict which catalyst facilitates the given reaction. From a dataset of Catalyst prediction with 721,799 reactions and 888 catalyst types from USPTO. (1) Reactant: C([O:5][C:6](=[O:49])/[CH:7]=[CH:8]/[C:9]1[C:14](=[O:15])[N:13]2[CH:16]=[CH:17][C:18]([C:20]([NH:22][C:23]3[S:24][CH:25]=[C:26]([C:28]([CH3:31])([CH3:30])[CH3:29])[N:27]=3)=[O:21])=[CH:19][C:12]2=[N:11][C:10]=1[N:32]1[CH2:37][CH2:36][N:35]([C:38](=[O:48])[CH2:39][CH2:40][CH2:41][CH2:42][O:43][S:44]([OH:47])(=[O:46])=[O:45])[CH2:34][CH2:33]1)(C)(C)C.FC(F)(F)C(O)=O. Product: [C:28]([C:26]1[N:27]=[C:23]([NH:22][C:20]([C:18]2[CH:17]=[CH:16][N:13]3[C:14](=[O:15])[C:9](/[CH:8]=[CH:7]/[C:6]([OH:49])=[O:5])=[C:10]([N:32]4[CH2:33][CH2:34][N:35]([C:38](=[O:48])[CH2:39][CH2:40][CH2:41][CH2:42][O:43][S:44]([OH:47])(=[O:46])=[O:45])[CH2:36][CH2:37]4)[N:11]=[C:12]3[CH:19]=2)=[O:21])[S:24][CH:25]=1)([CH3:31])([CH3:29])[CH3:30]. The catalyst class is: 2. (2) Reactant: [CH:1]1([NH2:5])[CH2:4][CH2:3][CH2:2]1.[CH2:6]=[C:7]1[O:11][C:9](=[O:10])[CH2:8]1. Product: [CH:1]1([NH:5][C:9](=[O:10])[CH2:8][C:7](=[O:11])[CH3:6])[CH2:4][CH2:3][CH2:2]1. The catalyst class is: 7. (3) Reactant: [F:1][CH2:2][C:3]1[N:4]=[C:5]([C:8](OCC)=[O:9])[S:6][CH:7]=1.[BH4-].[Na+].[NH4+].[Cl-]. Product: [F:1][CH2:2][C:3]1[N:4]=[C:5]([CH2:8][OH:9])[S:6][CH:7]=1. The catalyst class is: 5. (4) Reactant: [N:1]1[CH:6]=[CH:5][C:4]([CH2:7][CH:8](C(C(OCC)=O)C(OCC)=O)[CH3:9])=[CH:3][CH:2]=1.[C:21](=[O:24])(O)[O-:22].[Na+]. Product: [N:1]1[CH:6]=[CH:5][C:4]([CH2:7][CH:8]([CH3:9])[C:21]([OH:22])=[O:24])=[CH:3][CH:2]=1. The catalyst class is: 33. (5) Reactant: [CH2:1]([NH2:8])[C:2]1[CH:7]=[CH:6][CH:5]=[CH:4][CH:3]=1.[CH3:9][O:10][C:11]1[CH:16]=[CH:15][C:14]([CH2:17][C:18](=O)[CH3:19])=[CH:13][CH:12]=1. Product: [CH3:9][O:10][C:11]1[CH:16]=[CH:15][C:14]([CH2:17][CH:18]([CH3:19])[NH:8][CH2:1][C:2]2[CH:7]=[CH:6][CH:5]=[CH:4][CH:3]=2)=[CH:13][CH:12]=1. The catalyst class is: 465. (6) Reactant: Br[C:2]1[CH:3]=[C:4]([N:8]2[CH2:13][CH2:12][N:11]([C:14]([O:16][C:17]([CH3:20])([CH3:19])[CH3:18])=[O:15])[CH2:10][CH2:9]2)[CH:5]=[N:6][CH:7]=1.[C:21]1(OB(O)O)[CH:26]=[CH:25][CH:24]=[CH:23][CH:22]=1.C(=O)([O-])[O-].[Na+].[Na+]. Product: [C:21]1([C:2]2[CH:3]=[C:4]([N:8]3[CH2:13][CH2:12][N:11]([C:14]([O:16][C:17]([CH3:20])([CH3:19])[CH3:18])=[O:15])[CH2:10][CH2:9]3)[CH:5]=[N:6][CH:7]=2)[CH:26]=[CH:25][CH:24]=[CH:23][CH:22]=1. The catalyst class is: 149. (7) Reactant: [Cl:1][C:2]1[CH:7]=[CH:6][C:5]([C:8]2[CH:13]=[CH:12][CH:11]=[CH:10][C:9]=2[C:14]([NH:16][C:17]2[CH:22]=[CH:21][C:20]([N:23]([CH2:31][CH2:32][C:33]3[N:34]=[CH:35][S:36][CH:37]=3)C(=O)OC(C)(C)C)=[CH:19][CH:18]=2)=[O:15])=[CH:4][CH:3]=1.FC(F)(F)C(O)=O. Product: [Cl:1][C:2]1[CH:7]=[CH:6][C:5]([C:8]2[C:9]([C:14]([NH:16][C:17]3[CH:22]=[CH:21][C:20]([NH:23][CH2:31][CH2:32][C:33]4[N:34]=[CH:35][S:36][CH:37]=4)=[CH:19][CH:18]=3)=[O:15])=[CH:10][CH:11]=[CH:12][CH:13]=2)=[CH:4][CH:3]=1. The catalyst class is: 4.